From a dataset of Forward reaction prediction with 1.9M reactions from USPTO patents (1976-2016). Predict the product of the given reaction. (1) Given the reactants [CH3:1][O:2][C:3]1[CH:4]=[C:5]([CH2:9][C:10](=O)[CH3:11])[CH:6]=[CH:7][CH:8]=1.P(Cl)(Cl)(Cl)=O.[N:18]#[C:19][NH2:20].O, predict the reaction product. The product is: [NH2:20][C:19]1[C:6]2[C:5](=[CH:4][C:3]([O:2][CH3:1])=[CH:8][CH:7]=2)[CH:9]=[C:10]([CH3:11])[N:18]=1. (2) Given the reactants [C:1]([C:5]1[CH:6]=[C:7]2[C:12](=[C:13]([F:15])[CH:14]=1)[C:11](=[O:16])[N:10]([C:17]1[C:18]([CH2:31][OH:32])=[C:19]([N:23]3[CH:27]=[C:26]([C:28]#[N:29])[C:25](I)=[N:24]3)[CH:20]=[CH:21][CH:22]=1)[N:9]=[CH:8]2)([CH3:4])([CH3:3])[CH3:2].[Cl:33][C:34]1[CH:35]=[CH:36][C:37]([NH2:40])=[N:38][CH:39]=1.CC1(C)C2C(=C(P(C3C=CC=CC=3)C3C=CC=CC=3)C=CC=2)OC2C(P(C3C=CC=CC=3)C3C=CC=CC=3)=CC=CC1=2.C(=O)([O-])[O-].[Cs+].[Cs+], predict the reaction product. The product is: [C:1]([C:5]1[CH:6]=[C:7]2[C:12](=[C:13]([F:15])[CH:14]=1)[C:11](=[O:16])[N:10]([C:17]1[C:18]([CH2:31][OH:32])=[C:19]([N:23]3[CH:27]=[C:26]([C:28]#[N:29])[C:25]([NH:40][C:37]4[CH:36]=[CH:35][C:34]([Cl:33])=[CH:39][N:38]=4)=[N:24]3)[CH:20]=[CH:21][CH:22]=1)[N:9]=[CH:8]2)([CH3:4])([CH3:3])[CH3:2]. (3) Given the reactants [Cl:1][C:2]1[CH:7]=[CH:6][C:5]([CH:8]2[C:12]3[N:13]=[C:14]([C:18]4[C:19]([O:24][CH3:25])=[N:20][CH:21]=[CH:22][CH:23]=4)[N:15]([CH2:16][CH3:17])[C:11]=3[C:10](=[O:26])[N:9]2[C:27]2[CH:32]=[C:31]([CH3:33])[C:30](=[O:34])[N:29]([CH3:35])[CH:28]=2)=[CH:4][CH:3]=1, predict the reaction product. The product is: [Cl:1][C:2]1[CH:3]=[CH:4][C:5]([C@H:8]2[C:12]3[N:13]=[C:14]([C:18]4[C:19]([O:24][CH3:25])=[N:20][CH:21]=[CH:22][CH:23]=4)[N:15]([CH2:16][CH3:17])[C:11]=3[C:10](=[O:26])[N:9]2[C:27]2[CH:32]=[C:31]([CH3:33])[C:30](=[O:34])[N:29]([CH3:35])[CH:28]=2)=[CH:6][CH:7]=1. (4) Given the reactants [CH:1]1([CH2:7][OH:8])[CH2:6][CH2:5][CH:4]=[CH:3][CH2:2]1.C(N(CC)CC)C.[C:16](Cl)(=[O:19])C=C, predict the reaction product. The product is: [CH3:16][O:19][C:7](=[O:8])[CH:1]=[CH2:6].[CH2:5]1[CH2:4][CH2:3][CH:2]=[CH:1][CH2:6]1. (5) Given the reactants N[C:2]1[CH:3]=[C:4]2[C:8](=[CH:9][CH:10]=1)[NH:7][N:6]=[CH:5]2.Cl.N([O-])=O.[Na+].C(=O)([O-])[O-].[Na+].[Na+].[Cu][C:23]#[N:24].[C-]#N.[Na+], predict the reaction product. The product is: [NH:7]1[C:8]2[C:4](=[CH:3][C:2]([C:23]#[N:24])=[CH:10][CH:9]=2)[CH:5]=[N:6]1. (6) Given the reactants [OH:1][CH2:2][CH2:3][CH2:4][C:5]1[C:13]2[C:8]3=[C:9]([S:14][CH2:15][CH2:16][N:7]3[C:6]=1[C:17]([O:19]C)=[O:18])[CH:10]=[CH:11][CH:12]=2.C1(O)C2C(=CC=CC=2)C=CC=1.[Cl:32][C:33]1[CH:38]=[CH:37][C:36](O)=[CH:35][C:34]=1[CH3:40], predict the reaction product. The product is: [Cl:32][C:33]1[CH:38]=[CH:37][C:36]([O:1][CH2:2][CH2:3][CH2:4][C:5]2[C:13]3[C:8]4=[C:9]([S:14][CH2:15][CH2:16][N:7]4[C:6]=2[C:17]([OH:19])=[O:18])[CH:10]=[CH:11][CH:12]=3)=[CH:35][C:34]=1[CH3:40]. (7) The product is: [Cl:18][C:19]1[CH:20]=[C:21]([CH:22]=[CH:23][C:24]=1[Cl:25])[O:26][C:2]1[CH:7]=[C:6]([O:8][CH2:9][C:10]#[CH:11])[N:5]=[CH:4][N:3]=1. Given the reactants Cl[C:2]1[CH:7]=[C:6]([O:8][CH2:9][C:10]#[CH:11])[N:5]=[CH:4][N:3]=1.C(=O)([O-])[O-].[K+].[K+].[Cl:18][C:19]1[CH:20]=[C:21]([OH:26])[CH:22]=[CH:23][C:24]=1[Cl:25].[Cl-].[NH4+], predict the reaction product. (8) Given the reactants [Br:1][C:2]1[CH:3]=[CH:4][C:5]([C:9]([O:11][CH3:12])=[O:10])=[N+:6]([O-])[CH:7]=1.P(Cl)(Cl)([Cl:15])=O, predict the reaction product. The product is: [Br:1][C:2]1[CH:3]=[CH:4][C:5]([C:9]([O:11][CH3:12])=[O:10])=[N:6][C:7]=1[Cl:15]. (9) Given the reactants [CH3:1][C:2]1[CH:3]=[C:4]([C:8](=[O:10])[CH3:9])[CH:5]=[N:6][CH:7]=1.[BrH:11].BrBr.C(OCC)C, predict the reaction product. The product is: [BrH:11].[Br:11][CH2:9][C:8]([C:4]1[CH:5]=[N:6][CH:7]=[C:2]([CH3:1])[CH:3]=1)=[O:10].